This data is from Forward reaction prediction with 1.9M reactions from USPTO patents (1976-2016). The task is: Predict the product of the given reaction. (1) Given the reactants [CH3:1][C:2]([C:6]1[CH:11]=[CH:10][C:9]([N+:12]([O-:14])=[O:13])=[CH:8][CH:7]=1)([CH3:5])[C:3]#[N:4].C([O-])([O-])=[O:16].[K+].[K+].CCO, predict the reaction product. The product is: [N+:12]([C:9]1[CH:10]=[CH:11][C:6]([C:2]([CH3:1])([CH3:5])[C:3]([NH2:4])=[O:16])=[CH:7][CH:8]=1)([O-:14])=[O:13]. (2) Given the reactants Cl[CH2:2][CH2:3][CH2:4][C:5]1[C:6](F)=[N:7][CH:8]=[CH:9][C:10]=1[I:11].[NH4+:13].[OH-].C([O-])(=O)C.[NH4+].[I-].[K+].C(=O)([O-])[O-].[K+].[K+], predict the reaction product. The product is: [I:11][C:10]1[CH:9]=[CH:8][N:7]=[C:6]2[C:5]=1[CH2:4][CH2:3][CH2:2][NH:13]2. (3) The product is: [F:8][C:7]1[CH:6]=[CH:5][C:4]([C:9]2[N:10]=[C:11]([C:15]3[CH:20]=[CH:19][C:18]([O:21][CH3:22])=[CH:17][CH:16]=3)[N:12]=[N:13][CH:14]=2)=[CH:3][C:2]=1[C:25]1[C:24]([F:23])=[CH:29][CH:28]=[CH:27][N:26]=1. Given the reactants Br[C:2]1[CH:3]=[C:4]([C:9]2[N:10]=[C:11]([C:15]3[CH:20]=[CH:19][C:18]([O:21][CH3:22])=[CH:17][CH:16]=3)[N:12]=[N:13][CH:14]=2)[CH:5]=[CH:6][C:7]=1[F:8].[F:23][C:24]1[C:25]([Sn](CCCC)(CCCC)CCCC)=[N:26][CH:27]=[CH:28][CH:29]=1, predict the reaction product. (4) Given the reactants Br[C:2]1[CH:3]=[N:4][CH:5]=[N:6][CH:7]=1.CCCCCC.[Li]CCCC.[C:19]([C:27]1[CH:32]=[CH:31][CH:30]=[CH:29][CH:28]=1)(=[O:26])[C:20]1[CH:25]=[CH:24][CH:23]=[CH:22][CH:21]=1, predict the reaction product. The product is: [C:27]1([C:19]([C:20]2[CH:21]=[CH:22][CH:23]=[CH:24][CH:25]=2)([C:2]2[CH:3]=[N:4][CH:5]=[N:6][CH:7]=2)[OH:26])[CH:28]=[CH:29][CH:30]=[CH:31][CH:32]=1. (5) The product is: [CH2:6]([C:8]([C:11]1[CH:16]=[CH:15][C:14]([C:17]#[C:18][C:28]2([OH:35])[CH2:34][CH2:33][CH2:32][CH2:31][CH2:30][CH2:29]2)=[C:13]([CH3:19])[CH:12]=1)([C:20]1[CH:25]=[CH:24][C:23]([OH:26])=[C:22]([CH3:27])[CH:21]=1)[CH2:9][CH3:10])[CH3:7]. Given the reactants C([Li])CCC.[CH2:6]([C:8]([C:20]1[CH:25]=[CH:24][C:23]([OH:26])=[C:22]([CH3:27])[CH:21]=1)([C:11]1[CH:16]=[CH:15][C:14]([C:17]#[CH:18])=[C:13]([CH3:19])[CH:12]=1)[CH2:9][CH3:10])[CH3:7].[C:28]1(=[O:35])[CH2:34][CH2:33][CH2:32][CH2:31][CH2:30][CH2:29]1.[Cl-].[NH4+], predict the reaction product. (6) Given the reactants [F:1][C:2]1[CH:9]=[CH:8][C:7]([F:10])=[CH:6][C:3]=1[CH:4]=O.[C:11]([OH:17])(=[O:16])[CH2:12]C(O)=O.C([O-])(=O)C.[NH4+:22], predict the reaction product. The product is: [NH2:22][CH:4]([C:3]1[CH:6]=[C:7]([F:10])[CH:8]=[CH:9][C:2]=1[F:1])[CH2:12][C:11]([OH:17])=[O:16]. (7) Given the reactants [F:1][C:2]1[CH:3]=[C:4]([NH:9][C:10]2[CH:15]=[CH:14][N:13]=[C:12]([NH:16][C:17]3[CH:22]=[CH:21][C:20]([S:23]([N:26]([CH3:33])[CH:27]4[CH2:32][CH2:31][NH:30][CH2:29][CH2:28]4)(=[O:25])=[O:24])=[CH:19][CH:18]=3)[N:11]=2)[CH:5]=[CH:6][C:7]=1[F:8].[S:34]1[CH:38]=[C:37]([CH:39]=O)[N:36]=[N:35]1, predict the reaction product. The product is: [F:1][C:2]1[CH:3]=[C:4]([NH:9][C:10]2[CH:15]=[CH:14][N:13]=[C:12]([NH:16][C:17]3[CH:18]=[CH:19][C:20]([S:23]([N:26]([CH3:33])[CH:27]4[CH2:32][CH2:31][N:30]([CH2:39][C:37]5[N:36]=[N:35][S:34][CH:38]=5)[CH2:29][CH2:28]4)(=[O:24])=[O:25])=[CH:21][CH:22]=3)[N:11]=2)[CH:5]=[CH:6][C:7]=1[F:8].